From a dataset of Blood-brain barrier permeability regression values from the B3DB database. Regression/Classification. Given a drug SMILES string, predict its absorption, distribution, metabolism, or excretion properties. Task type varies by dataset: regression for continuous measurements (e.g., permeability, clearance, half-life) or binary classification for categorical outcomes (e.g., BBB penetration, CYP inhibition). For this dataset (b3db_regression), we predict Y. (1) The molecule is C1CN(CCN1CCCN2C(=O)N3C=CC=CC3=N2)C4=CC(=CC=C4)Cl. The Y is -0.200 log(BB ratio). (2) The molecule is C=C. The Y is 0.300 log(BB ratio). (3) The Y is 0 log(BB ratio). The molecule is C. (4) The compound is C1CCN(CC1)CCOC2=CC=C(C=C2)OC3=C(C=CC4=C3C=CC(=C4)O)C5=CC=C(C=C5)F. The Y is 1.25 log(BB ratio). (5) The drug is CN1[C@@H](CCC1=O)C2=CN=CC=C2. The Y is -0.320 log(BB ratio).